This data is from Reaction yield outcomes from USPTO patents with 853,638 reactions. The task is: Predict the reaction yield, written as a fraction of the theoretical maximum amount of product (1.0 means a 100% yield; for example, 0.34 means a 34% yield). (1) The reactants are Br.[O:2]1[CH:6]=[CH:5][CH:4]=[C:3]1[C:7](SCC1C=CC=CC=1)=[NH:8].[NH2:17][C:18]1[CH:19]=[CH:20][C:21]2[N:26]([CH2:27][CH2:28][N:29]([CH3:37])[C:30](=[O:36])[O:31][C:32]([CH3:35])([CH3:34])[CH3:33])[CH2:25][CH2:24][S:23][C:22]=2[CH:38]=1. The catalyst is CCO. The product is [O:2]1[CH:6]=[CH:5][CH:4]=[C:3]1[C:7](=[NH:8])[NH:17][C:18]1[CH:19]=[CH:20][C:21]2[N:26]([CH2:27][CH2:28][N:29]([CH3:37])[C:30](=[O:36])[O:31][C:32]([CH3:33])([CH3:34])[CH3:35])[CH2:25][CH2:24][S:23][C:22]=2[CH:38]=1. The yield is 0.900. (2) The reactants are [C:1]([O:4][C:5]1[CH:10]=[CH:9][C:8]([C:11](Cl)=[O:12])=[CH:7][CH:6]=1)(=[O:3])[CH3:2].C(N(CC)CC)C.[CH3:21][S:22][C:23]1[S:27][C:26]([NH2:28])=[N:25][CH:24]=1. The catalyst is C1COCC1. The product is [C:1]([O:4][C:5]1[CH:10]=[CH:9][C:8]([C:11](=[O:12])[NH:28][C:26]2[S:27][C:23]([S:22][CH3:21])=[CH:24][N:25]=2)=[CH:7][CH:6]=1)(=[O:3])[CH3:2]. The yield is 0.840.